From a dataset of Reaction yield outcomes from USPTO patents with 853,638 reactions. Predict the reaction yield, written as a fraction of the theoretical maximum amount of product (1.0 means a 100% yield; for example, 0.34 means a 34% yield). (1) The reactants are [CH2:1]([Si:3]([CH2:9]C)([CH2:7]C)[CH2:4][CH2:5][SH:6])C.CCN(C(C)C)C(C)C.[C:20]([O:24][C:25]([N:27]1[CH2:31][CH2:30][CH:29]([C:32]2[CH:37]=[CH:36][C:35](Br)=[CH:34][C:33]=2[O:39][CH3:40])[CH2:28]1)=[O:26])([CH3:23])([CH3:22])[CH3:21].OS([O-])(=O)=O.[K+].[O-]S([O-])(=O)=O.[Na+].[Na+]. The catalyst is O1CCOCC1.C1C=CC(/C=C/C(/C=C/C2C=CC=CC=2)=O)=CC=1.C1C=CC(/C=C/C(/C=C/C2C=CC=CC=2)=O)=CC=1.C1C=CC(/C=C/C(/C=C/C2C=CC=CC=2)=O)=CC=1.[Pd].[Pd].C1(P(C2C=CC=CC=2)C2C3OC4C(=CC=CC=4P(C4C=CC=CC=4)C4C=CC=CC=4)C(C)(C)C=3C=CC=2)C=CC=CC=1. The product is [C:20]([O:24][C:25]([N:27]1[CH2:31][CH2:30][CH:29]([C:32]2[CH:37]=[CH:36][C:35]([S:6][CH2:5][CH2:4][Si:3]([CH3:1])([CH3:7])[CH3:9])=[CH:34][C:33]=2[O:39][CH3:40])[CH2:28]1)=[O:26])([CH3:23])([CH3:22])[CH3:21]. The yield is 0.660. (2) The reactants are F[C:2]1[N:7]=[C:6]([C:8]2[CH:13]=[CH:12][CH:11]=[CH:10][N:9]=2)[C:5]([O:14]C)=[CH:4][CH:3]=1.[CH3:16][S-:17].[Na+]. The catalyst is CN(C)C=O. The product is [CH3:16][S:17][C:2]1[N:7]=[C:6]([C:8]2[CH:13]=[CH:12][CH:11]=[CH:10][N:9]=2)[C:5]([OH:14])=[CH:4][CH:3]=1. The yield is 0.470. (3) The reactants are [F:1][C:2]([F:18])([F:17])[C:3]1[CH:8]=[CH:7][C:6]([C:9]2[CH:14]=[CH:13][C:12]([CH:15]=O)=[CH:11][CH:10]=2)=[CH:5][CH:4]=1.[CH3:19][C:20]([S@:23]([NH2:25])=[O:24])([CH3:22])[CH3:21].ClCCl.C(=O)(O)[O-].[Na+]. The catalyst is [O-]CC.[Ti+4].[O-]CC.[O-]CC.[O-]CC.[Ti].CO. The product is [CH3:19][C:20]([S@:23](/[N:25]=[CH:15]/[C:12]1[CH:13]=[CH:14][C:9]([C:6]2[CH:7]=[CH:8][C:3]([C:2]([F:18])([F:17])[F:1])=[CH:4][CH:5]=2)=[CH:10][CH:11]=1)=[O:24])([CH3:22])[CH3:21]. The yield is 0.840. (4) The reactants are Br[C:2]1[CH:19]=[CH:18][C:5]([O:6][CH2:7][CH:8]([OH:17])[CH2:9][CH2:10][C:11]2[CH:16]=[CH:15][N:14]=[CH:13][CH:12]=2)=[CH:4][CH:3]=1.[F:20][C:21]1[CH:26]=[CH:25][C:24]([N+:27]([O-:29])=[O:28])=[CH:23][C:22]=1B(O)O.C1(C)C=CC=CC=1.C(=O)([O-])[O-].[Na+].[Na+]. The catalyst is [Pd].C(O)C. The product is [F:20][C:21]1[CH:26]=[CH:25][C:24]([N+:27]([O-:29])=[O:28])=[CH:23][C:22]=1[C:2]1[CH:19]=[CH:18][C:5]([O:6][CH2:7][CH:8]([OH:17])[CH2:9][CH2:10][C:11]2[CH:16]=[CH:15][N:14]=[CH:13][CH:12]=2)=[CH:4][CH:3]=1. The yield is 0.590. (5) The reactants are C(OC([N:8]1[CH2:13][CH2:12][CH:11]([CH2:14][O:15][C:16]2[CH:40]=[CH:39][C:19]3[NH:20][C:21]([C:23]4[C:27]([NH:28][C:29](=[O:38])[C:30]5[C:35]([F:36])=[CH:34][CH:33]=[CH:32][C:31]=5[F:37])=[CH:26][NH:25][N:24]=4)=[N:22][C:18]=3[CH:17]=2)[CH2:10][CH2:9]1)=O)(C)(C)C.C(O)(C(F)(F)F)=O. The catalyst is C(Cl)Cl. The product is [F:37][C:31]1[CH:32]=[CH:33][CH:34]=[C:35]([F:36])[C:30]=1[C:29]([NH:28][C:27]1[C:23]([C:21]2[NH:20][C:19]3[CH:39]=[CH:40][C:16]([O:15][CH2:14][CH:11]4[CH2:10][CH2:9][NH:8][CH2:13][CH2:12]4)=[CH:17][C:18]=3[N:22]=2)=[N:24][NH:25][CH:26]=1)=[O:38]. The yield is 0.410.